From a dataset of Forward reaction prediction with 1.9M reactions from USPTO patents (1976-2016). Predict the product of the given reaction. Given the reactants C(OC([N:8]1[CH2:12][C:11](=[CH:13][Cl:14])[CH2:10][C@H:9]1[C:15]([OH:17])=O)=O)(C)(C)C.[CH2:18]([N:20]1[C:32]2[CH:31]=[CH:30][C:29]([NH2:33])=[CH:28][C:27]=2[C:26]2[C:21]1=[CH:22][CH:23]=[CH:24][CH:25]=2)[CH3:19], predict the reaction product. The product is: [Cl:14][CH:13]=[C:11]1[CH2:12][NH:8][C@H:9]([C:15]([NH:33][C:29]2[CH:30]=[CH:31][C:32]3[N:20]([CH2:18][CH3:19])[C:21]4[C:26]([C:27]=3[CH:28]=2)=[CH:25][CH:24]=[CH:23][CH:22]=4)=[O:17])[CH2:10]1.